This data is from Catalyst prediction with 721,799 reactions and 888 catalyst types from USPTO. The task is: Predict which catalyst facilitates the given reaction. (1) Reactant: [CH:1]([C:3]1[C:8]([C:9]([CH3:11])=[CH2:10])=[CH:7][C:6]([C:12]([F:15])([F:14])[F:13])=[CH:5][C:4]=1[C:16]1[CH:17]=[CH:18][C:19]([C:22]([NH:24][CH2:25][CH2:26][C:27]([O:29][CH2:30][CH3:31])=[O:28])=[O:23])=[N:20][CH:21]=1)=[O:2]. Product: [OH:2][CH2:1][C:3]1[C:8]([CH:9]([CH3:11])[CH3:10])=[CH:7][C:6]([C:12]([F:14])([F:13])[F:15])=[CH:5][C:4]=1[C:16]1[CH:17]=[CH:18][C:19]([C:22]([NH:24][CH2:25][CH2:26][C:27]([O:29][CH2:30][CH3:31])=[O:28])=[O:23])=[N:20][CH:21]=1. The catalyst class is: 36. (2) Reactant: CON(C)[C:4](=[O:11])[CH:5]([O:7][CH2:8][CH:9]=[CH2:10])[CH3:6].[CH:13]([Mg]Br)=[CH2:14].Cl. Product: [CH2:8]([O:7][CH:5]([CH3:6])[C:4](=[O:11])[CH:13]=[CH2:14])[CH:9]=[CH2:10]. The catalyst class is: 7. (3) Reactant: Cl.[CH2:2]([O:9][NH2:10])[C:3]1[CH:8]=[CH:7][CH:6]=[CH:5][CH:4]=1.C(=O)(O)[O-].[Na+].[C:16](O[C:16]([O:18][C:19]([CH3:22])([CH3:21])[CH3:20])=[O:17])([O:18][C:19]([CH3:22])([CH3:21])[CH3:20])=[O:17]. Product: [CH2:2]([O:9][NH:10][C:16](=[O:17])[O:18][C:19]([CH3:22])([CH3:21])[CH3:20])[C:3]1[CH:8]=[CH:7][CH:6]=[CH:5][CH:4]=1. The catalyst class is: 4. (4) The catalyst class is: 689. Product: [Cl:13][CH2:14][CH2:15][CH2:16][CH2:17][N:7]1[C:6]2[CH:10]=[C:2]([F:1])[CH:3]=[CH:4][C:5]=2[N:9]=[CH:8]1. Reactant: [F:1][C:2]1[CH:3]=[CH:4][C:5]2[N:9]=[CH:8][NH:7][C:6]=2[CH:10]=1.[OH-].[Na+].[Cl:13][CH2:14][CH2:15][CH2:16][CH2:17]Br. (5) Reactant: Br[C:2]1[CH:7]=[CH:6][C:5]([C:8]([N:10]2[CH2:15][CH2:14][N:13]([CH3:16])[CH2:12][CH2:11]2)=[O:9])=[CH:4][C:3]=1[O:17][CH3:18].C[C:20]1([CH3:36])C(C)(C)OB(B2OC(C)(C)C(C)(C)O2)O1.CC([O-])=O.[K+].ClC1N=[CH:45][C:46]2[N:47]([C:49]([C:52]3[CH:59]=[CH:58][C:55]([C:56]#[N:57])=[CH:54][CH:53]=3)=[CH:50][N:51]=2)C=1.C([O-])([O-])=O.[K+].[K+].C[N:67](C=O)C. Product: [CH3:18][O:17][C:3]1[CH:4]=[C:5]([C:8]([N:10]2[CH2:15][CH2:14][N:13]([CH3:16])[CH2:12][CH2:11]2)=[O:9])[CH:6]=[CH:7][C:2]=1[C:20]1[CH:36]=[CH:45][C:46]2[N:47]([C:49]([C:52]3[CH:53]=[CH:54][C:55]([C:56]#[N:57])=[CH:58][CH:59]=3)=[CH:50][N:51]=2)[N:67]=1. The catalyst class is: 6. (6) Reactant: [NH2:1][C:2]1[N:7]=[CH:6][N:5]=[C:4]2[N:8]([CH:12]([C:14]3[C:15]([O:33][CH3:34])=[C:16]([CH:22]4[CH2:25][N:24](C(OC(C)(C)C)=O)[CH2:23]4)[C:17]([F:21])=[C:18]([Cl:20])[CH:19]=3)[CH3:13])[N:9]=[C:10]([CH3:11])[C:3]=12.[ClH:35].O1CCOCC1. Product: [ClH:20].[ClH:35].[NH:24]1[CH2:23][CH:22]([C:16]2[C:15]([O:33][CH3:34])=[C:14]([CH:12]([N:8]3[C:4]4=[N:5][CH:6]=[N:7][C:2]([NH2:1])=[C:3]4[C:10]([CH3:11])=[N:9]3)[CH3:13])[CH:19]=[C:18]([Cl:20])[C:17]=2[F:21])[CH2:25]1. The catalyst class is: 2.